This data is from Full USPTO retrosynthesis dataset with 1.9M reactions from patents (1976-2016). The task is: Predict the reactants needed to synthesize the given product. (1) The reactants are: [Br:1][C:2]1[N:3]=[C:4]2[C:10]([C:11](=O)[C:12]#[C:13][C:14]([C:20]3[CH:25]=[CH:24][CH:23]=[C:22]([F:26])[CH:21]=3)([O:16][CH2:17][O:18][CH3:19])[CH3:15])=[CH:9][N:8](C(OC(C)(C)C)=O)[C:5]2=[N:6][CH:7]=1.C([O-])([O-])=O.[K+].[K+].C(=O)([O-])[O-].[NH2:45][C:46]([NH2:48])=[NH2+:47].NC(N)=[NH2+].C(OCC)(=O)C. Given the product [Br:1][C:2]1[N:3]=[C:4]2[C:10]([C:11]3[CH:12]=[C:13]([C:14]([C:20]4[CH:25]=[CH:24][CH:23]=[C:22]([F:26])[CH:21]=4)([O:16][CH2:17][O:18][CH3:19])[CH3:15])[N:47]=[C:46]([NH2:48])[N:45]=3)=[CH:9][NH:8][C:5]2=[N:6][CH:7]=1, predict the reactants needed to synthesize it. (2) Given the product [F:1][C:2]([CH3:29])([CH3:28])[CH2:3][N:4]1[CH2:9][CH2:8][CH:7]([CH2:10][O:11][C:12]2[CH:13]=[CH:14][C:15]([C:18]3[N:19]=[CH:20][C:21]([C:24]([OH:26])=[O:25])=[N:22][CH:23]=3)=[CH:16][CH:17]=2)[CH2:6][CH2:5]1, predict the reactants needed to synthesize it. The reactants are: [F:1][C:2]([CH3:29])([CH3:28])[CH2:3][N:4]1[CH2:9][CH2:8][CH:7]([CH2:10][O:11][C:12]2[CH:17]=[CH:16][C:15]([C:18]3[N:19]=[CH:20][C:21]([C:24]([O:26]C)=[O:25])=[N:22][CH:23]=3)=[CH:14][CH:13]=2)[CH2:6][CH2:5]1.O[Li].O.